From a dataset of Forward reaction prediction with 1.9M reactions from USPTO patents (1976-2016). Predict the product of the given reaction. Given the reactants C1(N=C=NC2CCCCC2)CCCCC1.[Br:16][C:17]1([C:20]([OH:22])=O)[CH2:19][CH2:18]1.O[N:24]1[C:28](=[O:29])[CH2:27][CH2:26][C:25]1=O.NC(CC)CO, predict the reaction product. The product is: [Br:16][C:17]1([C:20]([NH:24][CH2:25][CH2:26][CH2:27][CH2:28][OH:29])=[O:22])[CH2:19][CH2:18]1.